This data is from Peptide-MHC class I binding affinity with 185,985 pairs from IEDB/IMGT. The task is: Regression. Given a peptide amino acid sequence and an MHC pseudo amino acid sequence, predict their binding affinity value. This is MHC class I binding data. (1) The peptide sequence is MKELSPRWY. The MHC is HLA-A29:02 with pseudo-sequence HLA-A29:02. The binding affinity (normalized) is 0.0514. (2) The peptide sequence is ATGDYVAFV. The MHC is HLA-A02:50 with pseudo-sequence HLA-A02:50. The binding affinity (normalized) is 1.00. (3) The peptide sequence is LPIDKCSRI. The MHC is HLA-A11:01 with pseudo-sequence HLA-A11:01. The binding affinity (normalized) is 0.0578.